Dataset: Full USPTO retrosynthesis dataset with 1.9M reactions from patents (1976-2016). Task: Predict the reactants needed to synthesize the given product. (1) Given the product [CH2:1]([NH:4][C:5]1[C:6]2[S:14][CH:13]=[C:12]([CH3:15])[C:7]=2[N:8]=[C:9]([NH:20][CH2:19][CH2:18][O:17][CH3:16])[N:10]=1)[CH:2]=[CH2:3], predict the reactants needed to synthesize it. The reactants are: [CH2:1]([NH:4][C:5]1[C:6]2[S:14][CH:13]=[C:12]([CH3:15])[C:7]=2[N:8]=[C:9](Cl)[N:10]=1)[CH:2]=[CH2:3].[CH3:16][O:17][CH2:18][CH2:19][NH2:20].C(=O)([O-])O.[Na+]. (2) Given the product [CH2:31]([O:30][C:27]1[CH:26]=[CH:25][C:24]([S:21]([C:6]2([C:4]([OH:3])=[O:5])[CH2:11][CH2:10][N:9]([CH2:12][C:13]3[CH:18]=[CH:17][CH:16]=[C:15]([O:19][CH3:20])[CH:14]=3)[CH2:8][CH2:7]2)(=[O:22])=[O:23])=[CH:29][CH:28]=1)[CH2:33][CH2:32][CH3:36], predict the reactants needed to synthesize it. The reactants are: C([O:3][C:4]([C:6]1([S:21]([C:24]2[CH:29]=[CH:28][C:27]([O:30][CH3:31])=[CH:26][CH:25]=2)(=[O:23])=[O:22])[CH2:11][CH2:10][N:9]([CH2:12][C:13]2[CH:18]=[CH:17][CH:16]=[C:15]([O:19][CH3:20])[CH:14]=2)[CH2:8][CH2:7]1)=[O:5])C.[CH2:32]1[CH2:36]OC[CH2:33]1.CO. (3) Given the product [C:1]([NH:5][C:6]([C:8]1[C:12]2=[N:13][C:14]([C:17]3[C:25]4[C:20](=[CH:21][CH:22]=[C:23]([O:26][CH:27]([F:29])[F:28])[CH:24]=4)[N:19]([CH2:30][CH2:31][CH2:32][S:33]([CH3:36])(=[O:34])=[O:35])[N:18]=3)=[CH:15][N:16]=[C:11]2[NH:10][CH:9]=1)=[O:7])([CH3:3])([CH3:4])[CH3:2], predict the reactants needed to synthesize it. The reactants are: [C:1]([NH:5][C:6]([C:8]1[C:12]2=[N:13][C:14]([C:17]3[C:25]4[C:20](=[CH:21][CH:22]=[C:23]([O:26][CH:27]([F:29])[F:28])[CH:24]=4)[N:19]([CH2:30][CH2:31][CH2:32][S:33]([CH3:36])(=[O:35])=[O:34])[N:18]=3)=[CH:15][N:16]=[C:11]2[N:10](C(C2C=CC=CC=2)(C2C=CC=CC=2)C2C=CC=CC=2)[CH:9]=1)=[O:7])([CH3:4])([CH3:3])[CH3:2].FC(F)(F)C(O)=O. (4) The reactants are: [S:1]1[CH:5]=[CH:4][CH:3]=[C:2]1[C:6]1[CH:11]=[CH:10][C:9]([OH:12])=[CH:8][CH:7]=1.C(N(CC)CC)C.[CH3:20][S:21](Cl)(=[O:23])=[O:22]. Given the product [CH3:20][S:21]([O:12][C:9]1[CH:10]=[CH:11][C:6]([C:2]2[S:1][CH:5]=[CH:4][CH:3]=2)=[CH:7][CH:8]=1)(=[O:23])=[O:22], predict the reactants needed to synthesize it. (5) Given the product [CH2:12]([O:1][C:2]1[CH:9]=[CH:8][C:5]([CH:6]=[O:7])=[CH:4][C:3]=1[CH3:10])[CH:13]([CH3:15])[CH3:14], predict the reactants needed to synthesize it. The reactants are: [OH:1][C:2]1[CH:9]=[CH:8][C:5]([CH:6]=[O:7])=[CH:4][C:3]=1[CH3:10].Br[CH2:12][CH:13]([CH3:15])[CH3:14]. (6) Given the product [C:28]([N:23]1[C@H:18]([C:15]2[CH:16]=[CH:17][C:12]([F:11])=[CH:13][CH:14]=2)[CH2:19][CH2:20][CH2:21][C@@H:22]1[C:24]([O:26][CH3:27])=[O:25])(=[O:32])[CH2:29][CH:30]=[CH2:31], predict the reactants needed to synthesize it. The reactants are: C(P(=O)(OCC)OCC)#N.[F:11][C:12]1[CH:17]=[CH:16][C:15]([C@H:18]2[NH:23][C@@H:22]([C:24]([O:26][CH3:27])=[O:25])[CH2:21][CH2:20][CH2:19]2)=[CH:14][CH:13]=1.[C:28](O)(=[O:32])[CH2:29][CH:30]=[CH2:31].Cl. (7) Given the product [CH2:8]([C:7]1[C:21]([OH:22])=[C:20]([C:29]([O:31][CH3:32])=[O:30])[C:25](=[O:26])[NH:5][C:6]=1[C:10]1[CH:11]=[C:12]2[C:16](=[CH:17][CH:18]=1)[N:15]([CH3:19])[CH:14]=[CH:13]2)[CH3:9], predict the reactants needed to synthesize it. The reactants are: CC([N:5]=[C:6]([C:10]1[CH:11]=[C:12]2[C:16](=[CH:17][CH:18]=1)[N:15]([CH3:19])[CH:14]=[CH:13]2)[CH2:7][CH2:8][CH3:9])(C)C.[CH:20]([C:29]([O:31][CH3:32])=[O:30])([C:25](OC)=[O:26])[C:21](OC)=[O:22]. (8) Given the product [F:18][CH2:17][CH2:16][NH:15][C@H:13]([C@@H:10]1[CH2:11][CH2:12][NH:8][CH2:9]1)[CH3:14], predict the reactants needed to synthesize it. The reactants are: C([N:8]1[CH2:12][CH2:11][C@@H:10]([C@@H:13]([NH:15][CH2:16][CH2:17][F:18])[CH3:14])[CH2:9]1)C1C=CC=CC=1. (9) Given the product [F:15][C:14]1[CH:13]=[C:12]([C:16]2[O:17][C:18]3[C:26]4[NH:27][C:28](=[O:30])[NH:29][C:25]=4[CH:24]=[CH:23][C:19]=3[C:20](=[O:22])[CH:21]=2)[CH:11]=[C:10]([F:31])[C:9]=1[NH:8][CH3:1], predict the reactants needed to synthesize it. The reactants are: [CH2:1]([N:8](C)[C:9]1[C:14]([F:15])=[CH:13][C:12]([C:16]2[O:17][C:18]3[C:26]4[NH:27][C:28](=[O:30])[NH:29][C:25]=4[CH:24]=[CH:23][C:19]=3[C:20](=[O:22])[CH:21]=2)=[CH:11][C:10]=1[F:31])C1C=CC=CC=1.CN(C=O)C.[H][H]. (10) Given the product [CH:8]([C:7]1[CH:6]=[C:5]([O:10][CH3:11])[N:4]=[CH:3][C:2]=1[O:1][CH2:14][C:15]1[C:16]([C:21]2[N:25]([CH2:26][C:27]([O:29][CH2:30][CH3:31])=[O:28])[N:24]=[CH:23][CH:22]=2)=[N:17][CH:18]=[CH:19][CH:20]=1)=[O:9], predict the reactants needed to synthesize it. The reactants are: [OH:1][C:2]1[C:7]([CH:8]=[O:9])=[CH:6][C:5]([O:10][CH3:11])=[N:4][CH:3]=1.Cl.Cl[CH2:14][C:15]1[C:16]([C:21]2[N:25]([CH2:26][C:27]([O:29][CH2:30][CH3:31])=[O:28])[N:24]=[CH:23][CH:22]=2)=[N:17][CH:18]=[CH:19][CH:20]=1.C([O-])([O-])=O.[K+].[K+].